Dataset: Reaction yield outcomes from USPTO patents with 853,638 reactions. Task: Predict the reaction yield, written as a fraction of the theoretical maximum amount of product (1.0 means a 100% yield; for example, 0.34 means a 34% yield). (1) The reactants are [NH2:1][C:2]1[C:20]([Br:21])=[CH:19][C:5]2[C:6]([C:14]([O:16][CH2:17][CH3:18])=[O:15])=[C:7]([C:9]3[CH2:13][CH2:12][CH2:11][CH:10]=3)[O:8][C:4]=2[CH:3]=1.N1C=CC=CC=1.[CH3:28][S:29](Cl)(=[O:31])=[O:30].Cl. The catalyst is C(Cl)Cl. The product is [Br:21][C:20]1[C:2]([NH:1][S:29]([CH3:28])(=[O:31])=[O:30])=[CH:3][C:4]2[O:8][C:7]([C:9]3[CH2:13][CH2:12][CH2:11][CH:10]=3)=[C:6]([C:14]([O:16][CH2:17][CH3:18])=[O:15])[C:5]=2[CH:19]=1. The yield is 0.960. (2) The catalyst is CN(C=O)C. The product is [C:12]([Si:15]([O:10][CH2:9][C@@H:7]1[CH2:6][O:8]1)([C:22]1[CH:27]=[CH:26][CH:25]=[CH:24][CH:23]=1)[C:16]1[CH:17]=[CH:18][CH:19]=[CH:20][CH:21]=1)([CH3:14])([CH3:11])[CH3:13]. The reactants are N1C=CN=C1.[CH2:6]1[O:8][C@@H:7]1[CH2:9][OH:10].[CH3:11][C:12]([Si:15](Cl)([C:22]1[CH:27]=[CH:26][CH:25]=[CH:24][CH:23]=1)[C:16]1[CH:21]=[CH:20][CH:19]=[CH:18][CH:17]=1)([CH3:14])[CH3:13]. The yield is 0.370.